This data is from Reaction yield outcomes from USPTO patents with 853,638 reactions. The task is: Predict the reaction yield, written as a fraction of the theoretical maximum amount of product (1.0 means a 100% yield; for example, 0.34 means a 34% yield). (1) The reactants are Br[C:2]1[CH:23]=[CH:22][C:5]([C:6]([NH:8][S:9]([C:12]2[CH:17]=[CH:16][CH:15]=[CH:14][C:13]=2[S:18](=[O:21])(=[O:20])[NH2:19])(=[O:11])=[O:10])=[O:7])=[CH:4][N:3]=1.[O:24]1[C:28]2[CH:29]=[CH:30][CH:31]=[CH:32][C:27]=2[CH:26]=[C:25]1B(O)O. No catalyst specified. The product is [O:24]1[C:28]2[CH:29]=[CH:30][CH:31]=[CH:32][C:27]=2[CH:26]=[C:25]1[C:2]1[CH:23]=[CH:22][C:5]([C:6]([NH:8][S:9]([C:12]2[CH:17]=[CH:16][CH:15]=[CH:14][C:13]=2[S:18](=[O:21])(=[O:20])[NH2:19])(=[O:11])=[O:10])=[O:7])=[CH:4][N:3]=1. The yield is 0.250. (2) The reactants are Cl.[CH3:2][C:3]1[C:8]([O:9][C@@H:10]2[C@H:14]3[O:15][CH2:16][C@H:17]([NH:18][C:19]([NH:21][CH:22]4[CH2:27][CH2:26][CH2:25][NH:24][CH2:23]4)=[O:20])[C@H:13]3[O:12][CH2:11]2)=[CH:7][CH:6]=[CH:5][N:4]=1.C(N(CC)C(C)C)(C)C.[F:37][C:38]1[CH:46]=[CH:45][C:41]([C:42](Cl)=[O:43])=[CH:40][CH:39]=1. The catalyst is ClCCl. The product is [F:37][C:38]1[CH:46]=[CH:45][C:41]([C:42]([N:24]2[CH2:25][CH2:26][CH2:27][CH:22]([NH:21][C:19]([NH:18][C@H:17]3[CH2:16][O:15][C@@H:14]4[C@@H:10]([O:9][C:8]5[C:3]([CH3:2])=[N:4][CH:5]=[CH:6][CH:7]=5)[CH2:11][O:12][C@H:13]34)=[O:20])[CH2:23]2)=[O:43])=[CH:40][CH:39]=1. The yield is 0.540. (3) The reactants are [NH:1]1[C:9]2[C:4](=[CH:5][CH:6]=[CH:7][CH:8]=2)[C:3](/[CH:10]=[C:11]2\[O:12][C:13]3[C:20]([CH2:21][CH2:22][CH2:23][CH2:24][N:25]4[CH2:30][CH2:29][N:28](C(OC(C)(C)C)=O)[CH2:27][CH2:26]4)=[C:19]([O:38][CH3:39])[CH:18]=[CH:17][C:14]=3[C:15]\2=[O:16])=[N:2]1.Cl. The catalyst is C(Cl)Cl.O1CCOCC1. The product is [NH:1]1[C:9]2[C:4](=[CH:5][CH:6]=[CH:7][CH:8]=2)[C:3](/[CH:10]=[C:11]2\[O:12][C:13]3[C:20]([CH2:21][CH2:22][CH2:23][CH2:24][N:25]4[CH2:26][CH2:27][NH:28][CH2:29][CH2:30]4)=[C:19]([O:38][CH3:39])[CH:18]=[CH:17][C:14]=3[C:15]\2=[O:16])=[N:2]1. The yield is 0.680. (4) The reactants are [F:1][C:2]1[C:9]([F:10])=[CH:8][C:7]([F:11])=[C:6]([F:12])[C:3]=1[CH:4]=O.[N+:13]([CH2:16][CH3:17])([O-:15])=[O:14].C1(N)CCCCC1. The catalyst is C(O)(=O)C. The product is [F:11][C:7]1[CH:8]=[C:9]([F:10])[C:2]([F:1])=[C:3]([CH:4]=[C:16]([N+:13]([O-:15])=[O:14])[CH3:17])[C:6]=1[F:12]. The yield is 0.910. (5) The reactants are [Br:1][C:2]1[CH:7]=[CH:6][C:5]([C@@H:8]([N:10]2[CH2:15][CH2:14][C:13]([CH2:19][CH2:20][CH2:21][OH:22])([CH:16]([CH3:18])[CH3:17])[O:12][C:11]2=[O:23])[CH3:9])=[CH:4][CH:3]=1.CC(C)=[O:26].OS(O)(=O)=O.O=[Cr](=O)=O. The catalyst is CC(C)=O. The product is [Br:1][C:2]1[CH:7]=[CH:6][C:5]([C@@H:8]([N:10]2[CH2:15][CH2:14][C:13]([CH2:19][CH2:20][C:21]([OH:26])=[O:22])([CH:16]([CH3:17])[CH3:18])[O:12][C:11]2=[O:23])[CH3:9])=[CH:4][CH:3]=1. The yield is 0.950. (6) The reactants are [C:1]([O:5][C:6]([N:8]1[CH2:12][C@H:11]([OH:13])[CH2:10][C@H:9]1[C:14]([OH:16])=[O:15])=[O:7])([CH3:4])([CH3:3])[CH3:2].[N+](=[CH2:19])=[N-]. The catalyst is C1COCC1. The product is [OH:13][C@H:11]1[CH2:12][N:8]([C:6]([O:5][C:1]([CH3:4])([CH3:2])[CH3:3])=[O:7])[C@H:9]([C:14]([O:16][CH3:19])=[O:15])[CH2:10]1. The yield is 0.960. (7) The reactants are O=[C:2]1[CH2:7][CH2:6][N:5]([C:8]([O:10][C:11]([CH3:14])([CH3:13])[CH3:12])=[O:9])[CH2:4][CH2:3]1.[NH2:15][C:16]1[C:17]([Br:26])=[C:18]([CH:23]=[CH:24][CH:25]=1)[C:19]([O:21][CH3:22])=[O:20].CC(O)=O.[BH-](OC(C)=O)(OC(C)=O)OC(C)=O.[Na+]. The catalyst is C(Cl)Cl. The product is [Br:26][C:17]1[C:18]([C:19]([O:21][CH3:22])=[O:20])=[CH:23][CH:24]=[CH:25][C:16]=1[NH:15][CH:2]1[CH2:7][CH2:6][N:5]([C:8]([O:10][C:11]([CH3:14])([CH3:13])[CH3:12])=[O:9])[CH2:4][CH2:3]1. The yield is 0.626.